Dataset: NCI-60 drug combinations with 297,098 pairs across 59 cell lines. Task: Regression. Given two drug SMILES strings and cell line genomic features, predict the synergy score measuring deviation from expected non-interaction effect. (1) Drug 1: CN1C2=C(C=C(C=C2)N(CCCl)CCCl)N=C1CCCC(=O)O.Cl. Drug 2: C1CN(CCN1C(=O)CCBr)C(=O)CCBr. Cell line: HOP-62. Synergy scores: CSS=28.8, Synergy_ZIP=-2.56, Synergy_Bliss=-0.373, Synergy_Loewe=-14.5, Synergy_HSA=-4.27. (2) Drug 1: C1CCC(CC1)NC(=O)N(CCCl)N=O. Drug 2: C1=NC2=C(N=C(N=C2N1C3C(C(C(O3)CO)O)F)Cl)N. Cell line: KM12. Synergy scores: CSS=28.1, Synergy_ZIP=-6.54, Synergy_Bliss=-2.68, Synergy_Loewe=-0.0193, Synergy_HSA=1.98. (3) Drug 1: C1=C(C(=O)NC(=O)N1)N(CCCl)CCCl. Drug 2: C1=CC=C(C=C1)NC(=O)CCCCCCC(=O)NO. Cell line: UACC62. Synergy scores: CSS=37.0, Synergy_ZIP=-11.0, Synergy_Bliss=-4.26, Synergy_Loewe=-2.44, Synergy_HSA=-1.13. (4) Drug 1: CC(CN1CC(=O)NC(=O)C1)N2CC(=O)NC(=O)C2. Drug 2: C1C(C(OC1N2C=NC3=C2NC=NCC3O)CO)O. Cell line: DU-145. Synergy scores: CSS=13.2, Synergy_ZIP=-6.16, Synergy_Bliss=-1.85, Synergy_Loewe=0.0848, Synergy_HSA=0.131. (5) Drug 1: CN1C(=O)N2C=NC(=C2N=N1)C(=O)N. Drug 2: CC(C)CN1C=NC2=C1C3=CC=CC=C3N=C2N. Cell line: CAKI-1. Synergy scores: CSS=1.47, Synergy_ZIP=-0.922, Synergy_Bliss=1.74, Synergy_Loewe=-0.326, Synergy_HSA=-0.384. (6) Drug 1: CS(=O)(=O)C1=CC(=C(C=C1)C(=O)NC2=CC(=C(C=C2)Cl)C3=CC=CC=N3)Cl. Drug 2: CCC(=C(C1=CC=CC=C1)C2=CC=C(C=C2)OCCN(C)C)C3=CC=CC=C3.C(C(=O)O)C(CC(=O)O)(C(=O)O)O. Cell line: A498. Synergy scores: CSS=9.33, Synergy_ZIP=-1.64, Synergy_Bliss=2.20, Synergy_Loewe=2.56, Synergy_HSA=2.39. (7) Drug 1: CC(CN1CC(=O)NC(=O)C1)N2CC(=O)NC(=O)C2. Drug 2: CC(C)CN1C=NC2=C1C3=CC=CC=C3N=C2N. Cell line: MALME-3M. Synergy scores: CSS=10.1, Synergy_ZIP=-2.66, Synergy_Bliss=-0.895, Synergy_Loewe=-2.52, Synergy_HSA=-2.69.